Dataset: Reaction yield outcomes from USPTO patents with 853,638 reactions. Task: Predict the reaction yield, written as a fraction of the theoretical maximum amount of product (1.0 means a 100% yield; for example, 0.34 means a 34% yield). The reactants are [Br:1][C:2]1[CH:3]=[C:4]2[C:8](=[CH:9][CH:10]=1)[NH:7][C:6](=[O:11])[CH2:5]2.[CH2:12]([N:14]([CH2:29][CH3:30])[CH2:15][CH2:16][O:17][C:18]1[CH:19]=[C:20]2[C:24](=[CH:25][CH:26]=1)[NH:23][C:22]([CH:27]=O)=[CH:21]2)[CH3:13].N1CCCCC1. The catalyst is C(O)C. The product is [Br:1][C:2]1[CH:3]=[C:4]2[C:8](=[CH:9][CH:10]=1)[NH:7][C:6](=[O:11])[C:5]2=[CH:27][C:22]1[NH:23][C:24]2[C:20]([CH:21]=1)=[CH:19][C:18]([O:17][CH2:16][CH2:15][N:14]([CH2:12][CH3:13])[CH2:29][CH3:30])=[CH:26][CH:25]=2. The yield is 0.660.